From a dataset of Catalyst prediction with 721,799 reactions and 888 catalyst types from USPTO. Predict which catalyst facilitates the given reaction. (1) Reactant: [Cl:1][C:2]1[CH:3]=[C:4]2[C:8](=[CH:9][CH:10]=1)[N:7](C(OC(C)(C)C)=O)[C:6]([S:18]([CH2:21][CH2:22][C:23]([N:25]1[CH2:30][CH2:29][CH:28]([C:31]3[NH:35][C:34]([CH3:36])=[N:33][C:32]=3[CH3:37])[CH2:27][CH2:26]1)=[O:24])(=[O:20])=[O:19])=[CH:5]2.C(N(CC)CC)C. Product: [Cl:1][C:2]1[CH:3]=[C:4]2[C:8](=[CH:9][CH:10]=1)[NH:7][C:6]([S:18]([CH2:21][CH2:22][C:23]([N:25]1[CH2:26][CH2:27][CH:28]([C:31]3[NH:35][C:34]([CH3:36])=[N:33][C:32]=3[CH3:37])[CH2:29][CH2:30]1)=[O:24])(=[O:20])=[O:19])=[CH:5]2. The catalyst class is: 33. (2) Reactant: [CH2:1]([O:3][C:4]1[CH:5]=[C:6]([CH:12]([N:18]2[C:26](=[O:27])[C:25]3[C:20](=[CH:21][CH:22]=[CH:23][C:24]=3[CH3:28])[C:19]2=[O:29])[CH2:13][C:14]([NH:16][OH:17])=[O:15])[CH:7]=[CH:8][C:9]=1[O:10][CH3:11])[CH3:2].[C:30](OC(=O)C)(=[O:32])[CH3:31]. Product: [C:30]([O:17][NH:16][C:14](=[O:15])[CH2:13][CH:12]([C:6]1[CH:7]=[CH:8][C:9]([O:10][CH3:11])=[C:4]([O:3][CH2:1][CH3:2])[CH:5]=1)[N:18]1[C:26](=[O:27])[C:25]2[C:20](=[CH:21][CH:22]=[CH:23][C:24]=2[CH3:28])[C:19]1=[O:29])(=[O:32])[CH3:31]. The catalyst class is: 10. (3) Reactant: Cl[C:2]1[N:7]2[N:8]=[C:9]([CH:11]3[CH2:13][CH2:12]3)[N:10]=[C:6]2[N:5]=[C:4]([CH3:14])[CH:3]=1.[F:15][C:16]([F:25])([F:24])[C:17]1[CH:23]=[CH:22][C:20]([NH2:21])=[CH:19][CH:18]=1. Product: [CH:11]1([C:9]2[N:10]=[C:6]3[N:5]=[C:4]([CH3:14])[CH:3]=[C:2]([NH:21][C:20]4[CH:22]=[CH:23][C:17]([C:16]([F:15])([F:24])[F:25])=[CH:18][CH:19]=4)[N:7]3[N:8]=2)[CH2:13][CH2:12]1. The catalyst class is: 8.